Dataset: Full USPTO retrosynthesis dataset with 1.9M reactions from patents (1976-2016). Task: Predict the reactants needed to synthesize the given product. (1) The reactants are: C(OC([N:8]1[CH2:13][CH2:12][N:11]([CH3:14])[C:10](=[O:15])[CH2:9]1)=O)(C)(C)C.[ClH:16].O1CCOCC1. Given the product [ClH:16].[CH3:14][N:11]1[CH2:12][CH2:13][NH:8][CH2:9][C:10]1=[O:15], predict the reactants needed to synthesize it. (2) Given the product [CH3:9][C:10]1[CH:15]=[CH:14][C:13]([C:2]2[C:3]([NH2:4])=[CH:5][CH:6]=[CH:7][CH:8]=2)=[CH:12][CH:11]=1, predict the reactants needed to synthesize it. The reactants are: I[C:2]1[CH:8]=[CH:7][CH:6]=[CH:5][C:3]=1[NH2:4].[CH3:9][C:10]1[CH:15]=[CH:14][C:13](B(O)O)=[CH:12][CH:11]=1.ClCCl.[OH-].[Na+].